Task: Predict the reaction yield, written as a fraction of the theoretical maximum amount of product (1.0 means a 100% yield; for example, 0.34 means a 34% yield).. Dataset: Reaction yield outcomes from USPTO patents with 853,638 reactions (1) The reactants are [CH2:1]([OH:8])[C:2]1[CH:7]=[CH:6][CH:5]=[CH:4][CH:3]=1.C(N([CH:15]([CH3:17])[CH3:16])CC)(C)C.Cl[Si:19](Cl)([CH:23]([CH3:25])[CH3:24])[CH:20](C)[CH3:21].[C-]#[C-].[Li+].[Li+].C(N)CN. The catalyst is C1COCC1.O. The product is [CH2:1]([O:8][Si:19]([C:20]#[CH:21])([CH:15]([CH3:16])[CH3:17])[CH:23]([CH3:25])[CH3:24])[C:2]1[CH:7]=[CH:6][CH:5]=[CH:4][CH:3]=1. The yield is 0.410. (2) The product is [F:32][C:33]1[CH:38]=[C:37]([C:2]2[CH:31]=[CH:30][C:5]([C:6]([NH:8][C:9]3[CH:14]=[CH:13][C:12]([O:15][C:16]([F:19])([F:18])[F:17])=[C:11]([NH:20][C:21](=[O:29])[CH2:22][N:23]4[CH2:28][CH2:27][O:26][CH2:25][CH2:24]4)[CH:10]=3)=[O:7])=[CH:4][N:3]=2)[CH:36]=[CH:35][CH:34]=1. The yield is 0.180. The reactants are Cl[C:2]1[CH:31]=[CH:30][C:5]([C:6]([NH:8][C:9]2[CH:14]=[CH:13][C:12]([O:15][C:16]([F:19])([F:18])[F:17])=[C:11]([NH:20][C:21](=[O:29])[CH2:22][N:23]3[CH2:28][CH2:27][O:26][CH2:25][CH2:24]3)[CH:10]=2)=[O:7])=[CH:4][N:3]=1.[F:32][C:33]1[CH:34]=[C:35](B(O)O)[CH:36]=[CH:37][CH:38]=1.C(=O)([O-])[O-].[K+].[K+]. The catalyst is COCCOC.O.